This data is from Forward reaction prediction with 1.9M reactions from USPTO patents (1976-2016). The task is: Predict the product of the given reaction. (1) Given the reactants [C:1]([O:5][C:6]([N:8]1[CH2:12][C@@H:11]([CH2:13][N:14]([CH:31]([CH3:33])[CH3:32])[C:15](=[O:30])[C:16]2[CH:21]=[CH:20][C:19]([O:22][CH3:23])=[C:18]([O:24][CH2:25][CH2:26][CH2:27][O:28][CH3:29])[CH:17]=2)[C@H:10]([NH2:34])[CH2:9]1)=[O:7])([CH3:4])([CH3:3])[CH3:2].CCN(C(C)C)C(C)C.[CH2:44]([NH:51][C:52](=[O:56])[CH:53](Br)[CH3:54])[C:45]1[CH:50]=[CH:49][CH:48]=[CH:47][CH:46]=1.C([O-])(O)=O.[Na+], predict the reaction product. The product is: [C:1]([O:5][C:6]([N:8]1[CH2:12][C@@H:11]([CH2:13][N:14]([CH:31]([CH3:32])[CH3:33])[C:15](=[O:30])[C:16]2[CH:21]=[CH:20][C:19]([O:22][CH3:23])=[C:18]([O:24][CH2:25][CH2:26][CH2:27][O:28][CH3:29])[CH:17]=2)[C@H:10]([NH:34][CH:53]([C:52](=[O:56])[NH:51][CH2:44][C:45]2[CH:50]=[CH:49][CH:48]=[CH:47][CH:46]=2)[CH3:54])[CH2:9]1)=[O:7])([CH3:3])([CH3:4])[CH3:2]. (2) Given the reactants [Cl:1][S:2]([OH:5])(=O)=[O:3].[Cl:6][C:7]1[C:12]([C:13]2[CH:18]=[CH:17][CH:16]=[CH:15][CH:14]=2)=[C:11]([C:19]2[CH:24]=[CH:23][C:22]([S:25]([CH3:28])(=[O:27])=[O:26])=[CH:21][CH:20]=2)[N:10]=[C:9]([C:29]([F:32])([F:31])[F:30])[N:8]=1, predict the reaction product. The product is: [Cl:6][C:7]1[C:12]([C:13]2[CH:18]=[CH:17][C:16]([S:2]([Cl:1])(=[O:5])=[O:3])=[CH:15][CH:14]=2)=[C:11]([C:19]2[CH:20]=[CH:21][C:22]([S:25]([CH3:28])(=[O:27])=[O:26])=[CH:23][CH:24]=2)[N:10]=[C:9]([C:29]([F:32])([F:30])[F:31])[N:8]=1. (3) Given the reactants Cl[C:2]1[N:7]=[CH:6][C:5]([CH2:8][NH2:9])=[CH:4][CH:3]=1.[F:10][C:11]1[CH:16]=[C:15](B(O)O)[CH:14]=[CH:13][N:12]=1.COC1C=CC=C(OC)C=1C1C=CC=CC=1P(C1CCCCC1)C1CCCCC1.P([O-])([O-])([O-])=O.[K+].[K+].[K+], predict the reaction product. The product is: [F:10][C:11]1[CH:16]=[C:15]([C:2]2[CH:3]=[CH:4][C:5]([CH2:8][NH2:9])=[CH:6][N:7]=2)[CH:14]=[CH:13][N:12]=1. (4) Given the reactants C[O:2][C:3]1[CH:8]=[CH:7][C:6]([O:9]C)=[CH:5][C:4]=1[C:11]([C:13]1[CH:18]=[CH:17][C:16]([O:19]C)=[CH:15][CH:14]=1)=[O:12].Cl.N1C=CC=CC=1.C(Cl)Cl, predict the reaction product. The product is: [OH:2][C:3]1[CH:8]=[CH:7][C:6]([OH:9])=[CH:5][C:4]=1[C:11]([C:13]1[CH:18]=[CH:17][C:16]([OH:19])=[CH:15][CH:14]=1)=[O:12]. (5) Given the reactants [CH2:1]([N:3]([CH2:16][CH3:17])[S:4]([C:7]1[C:8]([CH3:15])=[N:9][C:10]([NH:13][NH2:14])=[CH:11][CH:12]=1)(=[O:6])=[O:5])[CH3:2].C1N=CN([C:23](N2C=NC=C2)=[O:24])C=1, predict the reaction product. The product is: [CH2:16]([N:3]([CH2:1][CH3:2])[S:4]([C:7]1[CH:12]=[CH:11][C:10]2[N:9]([C:23](=[O:24])[NH:14][N:13]=2)[C:8]=1[CH3:15])(=[O:6])=[O:5])[CH3:17]. (6) Given the reactants [Cl:1][C:2]1[CH:15]=[CH:14][C:5]([CH2:6][NH:7]C(=O)C(F)(F)F)=[CH:4][C:3]=1[C:16]1[NH:20][C:19](=[O:21])[N:18]([C:22]2[CH:27]=[CH:26][CH:25]=[C:24]([C:28]([F:31])([F:30])[F:29])[CH:23]=2)[N:17]=1.[OH-].[K+].O, predict the reaction product. The product is: [NH2:7][CH2:6][C:5]1[CH:14]=[CH:15][C:2]([Cl:1])=[C:3]([C:16]2[NH:20][C:19](=[O:21])[N:18]([C:22]3[CH:27]=[CH:26][CH:25]=[C:24]([C:28]([F:30])([F:31])[F:29])[CH:23]=3)[N:17]=2)[CH:4]=1. (7) Given the reactants [C:1](=[O:4])([O-])[O-:2].[K+].[K+].CON=[C:10]1[CH2:14][N:13]([C:15]([C:17]2[CH:22]=[CH:21][C:20]([C:23]3[CH:28]=[CH:27][CH:26]=[CH:25][C:24]=3[CH3:29])=[CH:19][CH:18]=2)=[O:16])[C@H:12]([C:30](O)=[O:31])C1.S(OC)(OC)(=O)=O, predict the reaction product. The product is: [OH:31][C@H:30]1[CH2:12][N:13]([C:15]([C:17]2[CH:18]=[CH:19][C:20]([C:23]3[CH:28]=[CH:27][CH:26]=[CH:25][C:24]=3[CH3:29])=[CH:21][CH:22]=2)=[O:16])[C@H:14]([C:1]([OH:2])=[O:4])[CH2:10]1.